Dataset: Peptide-MHC class I binding affinity with 185,985 pairs from IEDB/IMGT. Task: Regression. Given a peptide amino acid sequence and an MHC pseudo amino acid sequence, predict their binding affinity value. This is MHC class I binding data. (1) The peptide sequence is KLHRYIDSM. The MHC is HLA-B27:03 with pseudo-sequence HLA-B27:03. The binding affinity (normalized) is 0.0847. (2) The peptide sequence is RIAQGVLQR. The MHC is HLA-A30:01 with pseudo-sequence HLA-A30:01. The binding affinity (normalized) is 0.181. (3) The peptide sequence is RARKRGITL. The MHC is HLA-B58:01 with pseudo-sequence HLA-B58:01. The binding affinity (normalized) is 0.0847. (4) The peptide sequence is IEAKINVAD. The MHC is HLA-A24:03 with pseudo-sequence HLA-A24:03. The binding affinity (normalized) is 0.0847. (5) The peptide sequence is PEDNEPSGY. The MHC is Mamu-A11 with pseudo-sequence Mamu-A11. The binding affinity (normalized) is 0.